Dataset: Forward reaction prediction with 1.9M reactions from USPTO patents (1976-2016). Task: Predict the product of the given reaction. (1) Given the reactants [F:1][C:2]1[CH:3]=[C:4]([CH2:18][NH2:19])[CH:5]=[C:6]([C:8]2[CH:13]=[CH:12][C:11]([C:14]([F:17])([F:16])[F:15])=[CH:10][CH:9]=2)[CH:7]=1.[CH2:20]([N:22]([CH2:33][C:34](O)=[O:35])[S:23]([C:26]1[CH:31]=[CH:30][C:29]([F:32])=[CH:28][CH:27]=1)(=[O:25])=[O:24])[CH3:21].CN(C(ON1N=NC2C=CC=NC1=2)=[N+](C)C)C.F[P-](F)(F)(F)(F)F.C(N(CC)C(C)C)(C)C.OS([O-])(=O)=O.[K+], predict the reaction product. The product is: [CH2:20]([N:22]([S:23]([C:26]1[CH:27]=[CH:28][C:29]([F:32])=[CH:30][CH:31]=1)(=[O:25])=[O:24])[CH2:33][C:34]([NH:19][CH2:18][C:4]1[CH:5]=[C:6]([C:8]2[CH:9]=[CH:10][C:11]([C:14]([F:16])([F:17])[F:15])=[CH:12][CH:13]=2)[CH:7]=[C:2]([F:1])[CH:3]=1)=[O:35])[CH3:21]. (2) The product is: [Cl:1][C:2]1[CH:11]=[CH:10][C:5]([C:6]([OH:8])([CH2:13][CH3:14])[CH2:17][CH3:18])=[C:4]([F:12])[CH:3]=1. Given the reactants [Cl:1][C:2]1[CH:11]=[CH:10][C:5]([C:6]([O:8]C)=O)=[C:4]([F:12])[CH:3]=1.[CH2:13]([Mg]Br)[CH3:14].[CH:17]1(C(C2C=CC(Cl)=CC=2)(O)C)C[CH2:18]1, predict the reaction product. (3) Given the reactants [C:1]1([N:7]2[CH:11]=[C:10]([C:12]([OH:14])=O)[C:9]([C:15]([F:18])([F:17])[F:16])=[N:8]2)[CH:6]=[CH:5][CH:4]=[CH:3][CH:2]=1.[CH3:19][O:20][CH2:21][CH2:22][N:23]([CH3:31])[C:24]1[CH:29]=[CH:28][C:27]([NH2:30])=[CH:26][N:25]=1, predict the reaction product. The product is: [CH3:19][O:20][CH2:21][CH2:22][N:23]([CH3:31])[C:24]1[N:25]=[CH:26][C:27]([NH:30][C:12]([C:10]2[C:9]([C:15]([F:18])([F:17])[F:16])=[N:8][N:7]([C:1]3[CH:2]=[CH:3][CH:4]=[CH:5][CH:6]=3)[CH:11]=2)=[O:14])=[CH:28][CH:29]=1. (4) Given the reactants C([O:4][CH2:5][C:6]1[C:7]([N:38]2[CH2:50][CH2:49][N:41]3[C:42]4[CH2:43][CH2:44][CH2:45][CH2:46][C:47]=4[CH:48]=[C:40]3[C:39]2=[O:51])=[N:8][CH:9]=[CH:10][C:11]=1[C:12]1[CH:17]=[C:16]([NH:18][C:19]2[CH:24]=[CH:23][C:22]([N:25]3[CH2:30][CH2:29][N:28]([CH:31]4[CH2:34][O:33][CH2:32]4)[CH2:27][C@H:26]3[CH3:35])=[CH:21][N:20]=2)[C:15](=[O:36])[N:14]([CH3:37])[CH:13]=1)(=O)C.O.[Li+].[OH-], predict the reaction product. The product is: [OH:4][CH2:5][C:6]1[C:7]([N:38]2[CH2:50][CH2:49][N:41]3[C:42]4[CH2:43][CH2:44][CH2:45][CH2:46][C:47]=4[CH:48]=[C:40]3[C:39]2=[O:51])=[N:8][CH:9]=[CH:10][C:11]=1[C:12]1[CH:17]=[C:16]([NH:18][C:19]2[CH:24]=[CH:23][C:22]([N:25]3[CH2:30][CH2:29][N:28]([CH:31]4[CH2:34][O:33][CH2:32]4)[CH2:27][C@H:26]3[CH3:35])=[CH:21][N:20]=2)[C:15](=[O:36])[N:14]([CH3:37])[CH:13]=1. (5) Given the reactants [CH3:1][CH:2]([OH:4])[CH3:3].[H-].[Na+].[Cl:7][C:8]1[N:9]=[N:10][C:11](Cl)=[CH:12][CH:13]=1.[Cl-].[NH4+], predict the reaction product. The product is: [Cl:7][C:8]1[N:9]=[N:10][C:11]([O:4][CH:2]([CH3:3])[CH3:1])=[CH:12][CH:13]=1. (6) Given the reactants [CH:1]1([CH2:4][C:5]([C:7]2[N:11]([CH3:12])[C:10]([S:13][CH2:14][CH:15]3[CH2:17][CH2:16]3)=[N:9][N:8]=2)=[O:6])[CH2:3][CH2:2]1.[BH4-].[Na+], predict the reaction product. The product is: [CH:1]1([CH2:4][CH:5]([C:7]2[N:11]([CH3:12])[C:10]([S:13][CH2:14][CH:15]3[CH2:17][CH2:16]3)=[N:9][N:8]=2)[OH:6])[CH2:2][CH2:3]1.